Regression/Classification. Given a drug SMILES string, predict its toxicity properties. Task type varies by dataset: regression for continuous values (e.g., LD50, hERG inhibition percentage) or binary classification for toxic/non-toxic outcomes (e.g., AMES mutagenicity, cardiotoxicity, hepatotoxicity). Dataset: ames. From a dataset of Ames mutagenicity test results for genotoxicity prediction. The drug is O=C(O)c1c(Cl)cccc1Cl. The result is 0 (non-mutagenic).